The task is: Regression. Given two drug SMILES strings and cell line genomic features, predict the synergy score measuring deviation from expected non-interaction effect.. This data is from NCI-60 drug combinations with 297,098 pairs across 59 cell lines. Drug 2: C1CC(=O)NC(=O)C1N2C(=O)C3=CC=CC=C3C2=O. Synergy scores: CSS=-2.38, Synergy_ZIP=2.26, Synergy_Bliss=3.16, Synergy_Loewe=-0.743, Synergy_HSA=-0.977. Drug 1: CN1C2=C(C=C(C=C2)N(CCCl)CCCl)N=C1CCCC(=O)O.Cl. Cell line: HOP-92.